Dataset: Catalyst prediction with 721,799 reactions and 888 catalyst types from USPTO. Task: Predict which catalyst facilitates the given reaction. (1) Reactant: C(Cl)(=O)C(Cl)=O.CS(C)=O.[CH3:11][O:12][C:13]([N:15]1[CH2:20][CH2:19][CH:18]([CH2:21][OH:22])[CH2:17][CH2:16]1)=[O:14].C(N(CC)CC)C. Product: [CH3:11][O:12][C:13]([N:15]1[CH2:16][CH2:17][CH:18]([CH:21]=[O:22])[CH2:19][CH2:20]1)=[O:14]. The catalyst class is: 4. (2) Reactant: Cl.[N+:2]([C:5]1[CH:10]=[CH:9][CH:8]=[CH:7][C:6]=1[C:11]1[CH2:12][CH2:13][NH:14][CH2:15][CH:16]=1)([O-:4])=[O:3].[C:17](Cl)(=[O:19])[CH3:18]. Product: [N+:2]([C:5]1[CH:10]=[CH:9][CH:8]=[CH:7][C:6]=1[C:11]1[CH2:16][CH2:15][N:14]([C:17](=[O:19])[CH3:18])[CH2:13][CH:12]=1)([O-:4])=[O:3]. The catalyst class is: 298. (3) The catalyst class is: 2. Reactant: [C:1]([C:5]1[CH:6]=[C:7]([NH2:14])[C:8]([O:12][CH3:13])=[C:9]([NH2:11])[CH:10]=1)([CH3:4])([CH3:3])[CH3:2].N1C=CC=CC=1.[CH3:21][N:22]([CH3:27])[S:23](Cl)(=[O:25])=[O:24]. Product: [NH2:14][C:7]1[C:8]([O:12][CH3:13])=[C:9]([NH:11][S:23]([N:22]([CH3:27])[CH3:21])(=[O:25])=[O:24])[CH:10]=[C:5]([C:1]([CH3:4])([CH3:2])[CH3:3])[CH:6]=1. (4) Reactant: [Cl:1][C:2]1[CH:3]=[C:4]([C:9]2[CH2:13][C:12]([O:18][CH3:19])([C:14]([O:16]C)=[O:15])[O:11][N:10]=2)[CH:5]=[C:6]([Cl:8])[CH:7]=1.[Li+].[OH-]. Product: [Cl:1][C:2]1[CH:3]=[C:4]([C:9]2[CH2:13][C:12]([O:18][CH3:19])([C:14]([OH:16])=[O:15])[O:11][N:10]=2)[CH:5]=[C:6]([Cl:8])[CH:7]=1. The catalyst class is: 20. (5) Reactant: [Cl:1][C:2]1[CH:3]=[C:4]([S:8]([N:11]2[CH:15]=[C:14]3[CH:16]([NH:19][CH3:20])[CH2:17][CH2:18][C:13]3=[C:12]2[C:21]2[CH:26]=[CH:25][CH:24]=[CH:23][C:22]=2[F:27])(=[O:10])=[O:9])[CH:5]=[CH:6][CH:7]=1.C(=O)([O-])[O-].[Na+].[Na+].Cl[CH2:35][C:36]1[O:37][C:38](=[O:42])[O:39][C:40]=1[CH3:41].O. Product: [Cl:1][C:2]1[CH:3]=[C:4]([S:8]([N:11]2[CH:15]=[C:14]3[CH:16]([N:19]([CH2:35][C:36]4[O:37][C:38](=[O:42])[O:39][C:40]=4[CH3:41])[CH3:20])[CH2:17][CH2:18][C:13]3=[C:12]2[C:21]2[CH:26]=[CH:25][CH:24]=[CH:23][C:22]=2[F:27])(=[O:10])=[O:9])[CH:5]=[CH:6][CH:7]=1. The catalyst class is: 9. (6) Reactant: [CH3:1][O:2][C:3]([C:8]1[CH:13]=[CH:12][CH:11]=[CH:10][CH:9]=1)(OC)OC.[N:14]#[C:15][NH2:16].C(OC(=O)C)(=O)C. Product: [C:15](/[N:16]=[C:3](\[O:2][CH3:1])/[C:8]1[CH:13]=[CH:12][CH:11]=[CH:10][CH:9]=1)#[N:14]. The catalyst class is: 15. (7) Reactant: [N:1]1[CH:2]=[C:3]([C:10]([OH:12])=O)[N:4]2[CH:9]=[CH:8][CH:7]=[CH:6][C:5]=12.C(Cl)(=O)C(Cl)=O.CN(C=O)C.[F:24][C@@H:25]1[CH2:27][C@H:26]1[C:28]1[O:32][N:31]=[C:30]([C:33]2[CH:34]=[CH:35][C:36]([CH3:40])=[C:37]([CH:39]=2)[NH2:38])[N:29]=1. Product: [F:24][C@H:25]1[CH2:27][C@@H:26]1[C:28]1[O:32][N:31]=[C:30]([C:33]2[CH:34]=[CH:35][C:36]([CH3:40])=[C:37]([NH:38][C:10]([C:3]3[N:4]4[CH:9]=[CH:8][CH:7]=[CH:6][C:5]4=[N:1][CH:2]=3)=[O:12])[CH:39]=2)[N:29]=1. The catalyst class is: 272.